From a dataset of Forward reaction prediction with 1.9M reactions from USPTO patents (1976-2016). Predict the product of the given reaction. (1) Given the reactants [CH3:1][C:2]1[C:6]2[C:7]([CH:26]3[CH2:31][CH2:30][NH:29][CH2:28][CH2:27]3)=[N:8][C:9]3[N:10]([N:11]=[CH:12][C:13]=3[C:14]3[CH:15]=[N:16][C:17]([C:20]4[CH:25]=[CH:24][CH:23]=[CH:22][CH:21]=4)=[CH:18][CH:19]=3)[C:5]=2[NH:4][N:3]=1.[C:32](O)(=[O:36])[C@@H:33]([CH3:35])[OH:34].C1C=CC2N(O)N=NC=2C=1.CCN(C(C)C)C(C)C, predict the reaction product. The product is: [OH:34][C@H:33]([CH3:35])[C:32]([N:29]1[CH2:30][CH2:31][CH:26]([C:7]2[C:6]3[C:2]([CH3:1])=[N:3][NH:4][C:5]=3[N:10]3[N:11]=[CH:12][C:13]([C:14]4[CH:15]=[N:16][C:17]([C:20]5[CH:25]=[CH:24][CH:23]=[CH:22][CH:21]=5)=[CH:18][CH:19]=4)=[C:9]3[N:8]=2)[CH2:27][CH2:28]1)=[O:36]. (2) Given the reactants [N:1]([CH2:4][C:5]1[NH:14][C:13](=O)[C:12]2[CH2:11][C:10]([CH3:17])([CH3:16])[CH2:9][CH2:8][C:7]=2[N:6]=1)=[N+:2]=[N-:3].P(Cl)(Cl)([Cl:20])=O, predict the reaction product. The product is: [N:1]([CH2:4][C:5]1[N:14]=[C:13]([Cl:20])[C:12]2[CH2:11][C:10]([CH3:17])([CH3:16])[CH2:9][CH2:8][C:7]=2[N:6]=1)=[N+:2]=[N-:3].